Dataset: Full USPTO retrosynthesis dataset with 1.9M reactions from patents (1976-2016). Task: Predict the reactants needed to synthesize the given product. The reactants are: [CH3:1][O:2][C:3]1[CH:4]=[C:5]([CH2:11][C:12](O)=O)[CH:6]=[CH:7][C:8]=1[O:9][CH3:10].[CH3:15][O:16][C:17]1[CH:18]=[C:19]([NH2:25])[CH:20]=[CH:21][C:22]=1[O:23][CH3:24]. Given the product [CH3:15][O:16][C:17]1[CH:18]=[C:19]([NH:25][CH2:12][CH2:11][C:5]2[CH:6]=[CH:7][C:8]([O:9][CH3:10])=[C:3]([O:2][CH3:1])[CH:4]=2)[CH:20]=[CH:21][C:22]=1[O:23][CH3:24], predict the reactants needed to synthesize it.